Dataset: Peptide-MHC class I binding affinity with 185,985 pairs from IEDB/IMGT. Task: Regression. Given a peptide amino acid sequence and an MHC pseudo amino acid sequence, predict their binding affinity value. This is MHC class I binding data. (1) The peptide sequence is KKTFDHTL. The MHC is H-2-Db with pseudo-sequence H-2-Db. The binding affinity (normalized) is 0. (2) The peptide sequence is DPKKTGGPI. The MHC is HLA-A01:01 with pseudo-sequence HLA-A01:01. The binding affinity (normalized) is 0.0847.